Regression. Given a peptide amino acid sequence and an MHC pseudo amino acid sequence, predict their binding affinity value. This is MHC class II binding data. From a dataset of Peptide-MHC class II binding affinity with 134,281 pairs from IEDB. (1) The peptide sequence is RRNVATLQAENVTGL. The MHC is DRB5_0101 with pseudo-sequence DRB5_0101. The binding affinity (normalized) is 0.527. (2) The peptide sequence is AAATAGWTVYGAFAA. The MHC is HLA-DQA10401-DQB10402 with pseudo-sequence HLA-DQA10401-DQB10402. The binding affinity (normalized) is 0.571. (3) The peptide sequence is EKKYFFATQFEPLAA. The MHC is HLA-DPA10103-DPB10401 with pseudo-sequence HLA-DPA10103-DPB10401. The binding affinity (normalized) is 1.00. (4) The peptide sequence is ELNNALQNLARTISE. The MHC is HLA-DPA10301-DPB10402 with pseudo-sequence HLA-DPA10301-DPB10402. The binding affinity (normalized) is 0.363. (5) The peptide sequence is PAATAGTTVYGAFAA. The MHC is HLA-DQA10102-DQB10602 with pseudo-sequence HLA-DQA10102-DQB10602. The binding affinity (normalized) is 0.694. (6) The peptide sequence is LPVPPTVTVFKIPKK. The MHC is DRB1_0301 with pseudo-sequence DRB1_0301. The binding affinity (normalized) is 0.0491.